This data is from Reaction yield outcomes from USPTO patents with 853,638 reactions. The task is: Predict the reaction yield, written as a fraction of the theoretical maximum amount of product (1.0 means a 100% yield; for example, 0.34 means a 34% yield). (1) The reactants are [C:1]([O:5][C:6](=[O:21])[NH:7][CH2:8][CH2:9][CH2:10][CH2:11][NH:12][CH2:13][C:14]1[C:19]([CH3:20])=[CH:18][CH:17]=[CH:16][N:15]=1)([CH3:4])([CH3:3])[CH3:2].[C:22]([O:26][C:27]([N:29]1[C:33]2[CH:34]=[CH:35][CH:36]=[CH:37][C:32]=2[N:31]=[C:30]1[CH2:38]Cl)=[O:28])([CH3:25])([CH3:24])[CH3:23].CCN(C(C)C)C(C)C. The catalyst is CC#N. The product is [C:22]([O:26][C:27]([N:29]1[C:33]2[CH:34]=[CH:35][CH:36]=[CH:37][C:32]=2[N:31]=[C:30]1[CH2:38][N:12]([CH2:11][CH2:10][CH2:9][CH2:8][NH:7][C:6]([O:5][C:1]([CH3:4])([CH3:3])[CH3:2])=[O:21])[CH2:13][C:14]1[C:19]([CH3:20])=[CH:18][CH:17]=[CH:16][N:15]=1)=[O:28])([CH3:25])([CH3:24])[CH3:23]. The yield is 0.760. (2) The reactants are [CH3:1][O:2][C:3]1[CH:8]=[CH:7][C:6]([S:9]([C:12]([CH2:19][C:20]2[CH:21]=[N:22][CH:23]=[CH:24][CH:25]=2)([CH2:16][C:17]#[CH:18])[C:13](O)=[O:14])(=[O:11])=[O:10])=[CH:5][CH:4]=1.Cl.[NH2:27][OH:28]. No catalyst specified. The product is [OH:28][NH:27][C:13](=[O:14])[C:12]([S:9]([C:6]1[CH:7]=[CH:8][C:3]([O:2][CH3:1])=[CH:4][CH:5]=1)(=[O:11])=[O:10])([CH2:19][C:20]1[CH:21]=[N:22][CH:23]=[CH:24][CH:25]=1)[CH2:16][C:17]#[CH:18]. The yield is 0.250. (3) The reactants are C(O[C:4](=[O:22])[C:5](=[CH:11][NH:12][C:13]1[CH:18]=[C:17]([O:19][CH3:20])[CH:16]=[CH:15][C:14]=1[Br:21])[C:6]([O:8][CH2:9][CH3:10])=[O:7])C.C(=O)(O)[O-].[Na+]. The catalyst is C(O)C. The product is [CH2:9]([O:8][C:6]([C:5]1[C:4](=[O:22])[C:18]2[C:13](=[C:14]([Br:21])[CH:15]=[CH:16][C:17]=2[O:19][CH3:20])[NH:12][CH:11]=1)=[O:7])[CH3:10]. The yield is 0.300.